From a dataset of Full USPTO retrosynthesis dataset with 1.9M reactions from patents (1976-2016). Predict the reactants needed to synthesize the given product. (1) Given the product [Si:1]([O:8][CH2:9][CH2:10][NH:11][C:12]1[CH:13]=[CH:14][C:15]([NH:18][C:23]([C:24]2[NH:25][CH:26]=[N:27][C:28]=2[C:29]([O:31][C:32]2[CH:37]=[CH:36][CH:35]=[CH:34][CH:33]=2)=[O:30])=[O:38])=[CH:16][CH:17]=1)([C:4]([CH3:7])([CH3:6])[CH3:5])([CH3:3])[CH3:2], predict the reactants needed to synthesize it. The reactants are: [Si:1]([O:8][CH2:9][CH2:10][NH:11][C:12]1[CH:17]=[CH:16][C:15]([NH2:18])=[CH:14][CH:13]=1)([C:4]([CH3:7])([CH3:6])[CH3:5])([CH3:3])[CH3:2].O=C1[N:25]2[CH:26]=[N:27][C:28]([C:29]([O:31][C:32]3[CH:37]=[CH:36][CH:35]=[CH:34][CH:33]=3)=[O:30])=[C:24]2[C:23](=[O:38])N2C=NC(C([O-])=O)=C12. (2) Given the product [CH3:2][N:3]([O:4][CH3:5])[C:15](=[O:16])[C:14]1[CH:19]=[CH:20][C:11]([CH3:10])=[N:12][CH:13]=1, predict the reactants needed to synthesize it. The reactants are: Cl.[CH3:2][NH:3][O:4][CH3:5].[Cl-].C[Al+]C.[CH3:10][C:11]1[CH:20]=[CH:19][C:14]([C:15](OC)=[O:16])=[CH:13][N:12]=1.O. (3) Given the product [F:1][C:2]1[CH:7]=[CH:6][CH:5]=[CH:4][C:3]=1[N:8]1[C:16]2[C:11](=[C:12]([N:17]3[CH2:21][CH2:20][N:19]([CH2:26][C:27]4[CH:32]=[N:31][CH:30]=[CH:29][N:28]=4)[C:18]3=[O:22])[CH:13]=[CH:14][CH:15]=2)[CH:10]=[N:9]1, predict the reactants needed to synthesize it. The reactants are: [F:1][C:2]1[CH:7]=[CH:6][CH:5]=[CH:4][C:3]=1[N:8]1[C:16]2[C:11](=[C:12]([N:17]3[CH2:21][CH2:20][NH:19][C:18]3=[O:22])[CH:13]=[CH:14][CH:15]=2)[CH:10]=[N:9]1.[H-].[Na+].Cl[CH2:26][C:27]1[CH:32]=[N:31][CH:30]=[CH:29][N:28]=1. (4) Given the product [CH2:26]([O:28][C:29]([C:31]1([C:37]2[CH:38]=[CH:39][C:40]([F:43])=[CH:41][CH:42]=2)[CH2:10][CH2:9][N:8]([C:6]([N:23]2[CH2:24][CH2:25][N:20]([C:17]3[CH:16]=[CH:15][C:14]([F:13])=[CH:19][CH:18]=3)[CH2:21][CH2:22]2)=[O:7])[CH2:12][CH2:32]1)=[O:30])[CH3:27], predict the reactants needed to synthesize it. The reactants are: C1N=CN([C:6]([N:8]2[CH:12]=N[CH:10]=[CH:9]2)=[O:7])C=1.[F:13][C:14]1[CH:19]=[CH:18][C:17]([N:20]2[CH2:25][CH2:24][NH:23][CH2:22][CH2:21]2)=[CH:16][CH:15]=1.[CH2:26]([O:28][C:29]([C:31]1([C:37]2[CH:42]=[CH:41][C:40]([F:43])=[CH:39][CH:38]=2)CCNC[CH2:32]1)=[O:30])[CH3:27]. (5) Given the product [CH3:17][O:18][N:19]1[CH:20]([CH3:21])[CH2:3][C:2]([CH3:1])=[CH:4][CH2:15][CH2:14][CH2:13][CH2:12][CH2:11][CH2:10][CH2:9][CH2:8][CH2:7][CH2:6][C:5]1=[O:16], predict the reactants needed to synthesize it. The reactants are: [CH2:1]=[C:2]([CH:4]1[CH2:15][CH2:14][CH2:13][CH2:12][CH2:11][CH2:10][CH2:9][CH2:8][CH2:7][CH2:6][C:5]1=[O:16])[CH3:3].[CH3:17][O:18][N:19]=[CH:20][CH3:21].Cl[Sn](Cl)(Cl)Cl. (6) Given the product [CH:21]1([C:24]2[N:25]=[CH:26][C:27]([C:2]3[N:7]=[C:6]([O:8][C@@H:9]([C@H:11]4[CH2:15][NH:14][C:13](=[O:16])[CH2:12]4)[CH3:10])[C:5]4=[CH:17][N:18]([CH3:20])[N:19]=[C:4]4[CH:3]=3)=[CH:28][CH:29]=2)[CH2:23][CH2:22]1, predict the reactants needed to synthesize it. The reactants are: Cl[C:2]1[N:7]=[C:6]([O:8][C@@H:9]([C@H:11]2[CH2:15][NH:14][C:13](=[O:16])[CH2:12]2)[CH3:10])[C:5]2=[CH:17][N:18]([CH3:20])[N:19]=[C:4]2[CH:3]=1.[CH:21]1([C:24]2[CH:29]=[CH:28][C:27](B3OC(C)(C)C(C)(C)O3)=[CH:26][N:25]=2)[CH2:23][CH2:22]1.C(=O)([O-])[O-].[Na+].[Na+]. (7) Given the product [F:1][C:2]1[CH:3]=[C:4]2[C:8](=[CH:9][C:10]=1[NH:11][C:12](=[O:13])[C@@H:14]([OH:16])[CH3:15])[NH:7][C:6](=[O:20])[CH2:5]2, predict the reactants needed to synthesize it. The reactants are: [F:1][C:2]1[CH:3]=[C:4]2[C:8](=[CH:9][C:10]=1[NH:11][C:12]([CH:14]([O:16]C(=O)C)[CH3:15])=[O:13])[NH:7][C:6](=[O:20])[CH2:5]2.[OH-].[Na+]. (8) Given the product [F:33][C:2]([F:32])([F:1])[C:3]1[CH:27]=[C:26]([C:28]([F:31])([F:29])[F:30])[CH:25]=[CH:24][C:4]=1[CH2:5][N:6]1[C:14]2[C:9](=[CH:10][C:11]([CH:15]=[C:16]3[S:20][C:19]([N:38]4[CH2:39][CH2:40][CH2:41][N:35]([CH3:34])[CH2:36][CH2:37]4)=[N:18][C:17]3=[O:23])=[CH:12][CH:13]=2)[CH:8]=[N:7]1, predict the reactants needed to synthesize it. The reactants are: [F:1][C:2]([F:33])([F:32])[C:3]1[CH:27]=[C:26]([C:28]([F:31])([F:30])[F:29])[CH:25]=[CH:24][C:4]=1[CH2:5][N:6]1[C:14]2[C:9](=[CH:10][C:11]([CH:15]=[C:16]3[S:20][C:19](SC)=[N:18][C:17]3=[O:23])=[CH:12][CH:13]=2)[CH:8]=[N:7]1.[CH3:34][N:35]1[CH2:41][CH2:40][CH2:39][NH:38][CH2:37][CH2:36]1.